Dataset: Forward reaction prediction with 1.9M reactions from USPTO patents (1976-2016). Task: Predict the product of the given reaction. (1) Given the reactants C(OC([NH:8][CH2:9][C@H:10]1[CH2:15][CH2:14][C@H:13]([C:16]([NH:18][C@H:19]([C:51](=[O:63])[NH:52][C:53]2[CH:61]=[C:60]3[C:56]([C:57](=[O:62])[NH:58][NH:59]3)=[CH:55][CH:54]=2)[CH2:20][C:21]2[CH:26]=[CH:25][C:24]([C:27]3[CH:32]=[CH:31][C:30]([C:33]([NH:35][CH:36]4[CH2:41][CH2:40][N:39](C(OC(C)(C)C)=O)[CH:38]([CH3:49])[CH2:37]4)=[O:34])=[CH:29][C:28]=3[CH3:50])=[CH:23][CH:22]=2)=[O:17])[CH2:12][CH2:11]1)=O)(C)(C)C.[ClH:64], predict the reaction product. The product is: [ClH:64].[NH2:8][CH2:9][C@H:10]1[CH2:15][CH2:14][C@H:13]([C:16]([NH:18][C@H:19]([C:51](=[O:63])[NH:52][C:53]2[CH:61]=[C:60]3[C:56]([C:57](=[O:62])[NH:58][NH:59]3)=[CH:55][CH:54]=2)[CH2:20][C:21]2[CH:22]=[CH:23][C:24]([C:27]3[CH:32]=[CH:31][C:30]([C:33]([NH:35][CH:36]4[CH2:41][CH2:40][NH:39][CH:38]([CH3:49])[CH2:37]4)=[O:34])=[CH:29][C:28]=3[CH3:50])=[CH:25][CH:26]=2)=[O:17])[CH2:12][CH2:11]1. (2) The product is: [F:1][C:2]1[CH:10]=[C:9]2[C:5]([C:6]([C:18]([NH2:22])=[O:20])=[N:7][N:8]2[C:11]2[CH:16]=[C:15]([I:17])[CH:14]=[CH:13][N:12]=2)=[CH:4][CH:3]=1. Given the reactants [F:1][C:2]1[CH:10]=[C:9]2[C:5]([C:6]([C:18]([OH:20])=O)=[N:7][N:8]2[C:11]2[CH:16]=[C:15]([I:17])[CH:14]=[CH:13][N:12]=2)=[CH:4][CH:3]=1.[Cl-].[NH4+:22], predict the reaction product. (3) Given the reactants O1CCCC1.[CH2:6]([O:13][C:14]1[CH:19]=[CH:18][C:17]([CH2:20][C:21](Cl)=[N:22][OH:23])=[CH:16][N:15]=1)[C:7]1[CH:12]=[CH:11][CH:10]=[CH:9][CH:8]=1.[C:25]([C:27]1[CH:28]=[CH:29][C:30]([NH2:33])=[N:31][CH:32]=1)#[CH:26].C(N(CC)CC)C, predict the reaction product. The product is: [CH2:6]([O:13][C:14]1[N:15]=[CH:16][C:17]([CH2:20][C:21]2[CH:26]=[C:25]([C:27]3[CH:28]=[CH:29][C:30]([NH2:33])=[N:31][CH:32]=3)[O:23][N:22]=2)=[CH:18][CH:19]=1)[C:7]1[CH:12]=[CH:11][CH:10]=[CH:9][CH:8]=1.